This data is from Full USPTO retrosynthesis dataset with 1.9M reactions from patents (1976-2016). The task is: Predict the reactants needed to synthesize the given product. The reactants are: [Cl:1][C:2]1[CH:3]=[C:4]([CH2:9][CH2:10][CH2:11][N:12]([O:24][CH3:25])[C:13](=[O:23])[CH:14]=[C:15]2[C:19](=[O:20])OC(C)(C)[O:16]2)[CH:5]=[CH:6][C:7]=1[Cl:8].C=O.[CH3:28][NH2:29].[CH3:30]O. Given the product [Cl:1][C:2]1[CH:3]=[C:4]([CH2:9][CH2:10][CH2:11][N:12]([O:24][CH3:25])[C:13]([C:14]2[CH2:28][N:29]([CH3:30])[C:19](=[O:20])[C:15]=2[OH:16])=[O:23])[CH:5]=[CH:6][C:7]=1[Cl:8], predict the reactants needed to synthesize it.